From a dataset of Blood-brain barrier permeability classification from the B3DB database. Regression/Classification. Given a drug SMILES string, predict its absorption, distribution, metabolism, or excretion properties. Task type varies by dataset: regression for continuous measurements (e.g., permeability, clearance, half-life) or binary classification for categorical outcomes (e.g., BBB penetration, CYP inhibition). Dataset: b3db_classification. (1) The compound is COCCc1ccc(OC[C@H](O)CNC(C)C)cc1. The result is 1 (penetrates BBB). (2) The compound is CNCC[C@@H](Oc1ccccc1OC)c1ccccc1. The result is 1 (penetrates BBB). (3) The molecule is CCN1CCN(C(=O)NC(C(=O)NC2C(=O)N3C(C(=O)O)=C(CSc4nnnn4C)CSC23)c2ccc(O)cc2)C(=O)C1=O. The result is 0 (does not penetrate BBB). (4) The molecule is COC(=O)[C@H]1[C@H]2C[C@@H]3c4[nH]c5cc(OC)ccc5c4CCN3C[C@H]2C[C@@H](OC(=O)c2cc(OC)c(OC)c(OC)c2)[C@@H]1OC. The result is 1 (penetrates BBB). (5) The drug is CC(=O)C1(O)Cc2c(O)c3c(c(O)c2C(OC2CC(N)C(O)C(C)O2)C1)C(=O)c1ccccc1C3=O. The result is 0 (does not penetrate BBB). (6) The result is 0 (does not penetrate BBB). The molecule is C/C=C/C(=O)N(CC)c1ccccc1C. (7) The compound is CC(C)(C)CC(=O)OCC(=O)C12OC(C)(C)OC1CC1C3CC4=CC(=O)C=CC4(C)C3(F)C(O)CC12C. The result is 1 (penetrates BBB). (8) The molecule is NC1=NC(C(F)(F)F)(C(F)(F)F)NC1(C(F)(F)F)C(F)(F)F. The result is 1 (penetrates BBB). (9) The drug is CC1=C(C(=O)O)N2C(=O)[C@@H](NC(=O)[C@H](N)c3ccc(O)cc3)[C@H]2SC1. The result is 0 (does not penetrate BBB). (10) The compound is CCC(=O)O[C@](Cc1ccccc1)(c1ccccc1)[C@H](C)CN(C)C. The result is 1 (penetrates BBB).